This data is from Forward reaction prediction with 1.9M reactions from USPTO patents (1976-2016). The task is: Predict the product of the given reaction. (1) Given the reactants [C:1]([C:4]1[CH:9]=[C:8]([F:10])[CH:7]=[CH:6][C:5]=1[S:11][C:12]1[CH:20]=[C:19]([F:21])[CH:18]=[CH:17][C:13]=1[C:14](O)=[O:15])(O)=[O:2].S(C1C=CC=CC=1C(OC)=O)C1C=CC=CC=1C(OC)=O, predict the reaction product. The product is: [F:21][C:19]1[CH:18]=[CH:17][C:13]([CH2:14][OH:15])=[C:12]([S:11][C:5]2[CH:6]=[CH:7][C:8]([F:10])=[CH:9][C:4]=2[CH2:1][OH:2])[CH:20]=1. (2) Given the reactants [CH3:1][O:2][C:3]1[CH:4]=[C:5]([NH:9][CH:10]([CH3:19])[CH2:11][C:12]([O:14][C:15]([CH3:18])([CH3:17])[CH3:16])=[O:13])[CH:6]=[CH:7][CH:8]=1.[Cl:20][C:21]1[CH:26]=[CH:25][C:24]([S:27](Cl)(=[O:29])=[O:28])=[CH:23][CH:22]=1, predict the reaction product. The product is: [Cl:20][C:21]1[CH:26]=[CH:25][C:24]([S:27]([N:9]([CH:10]([CH3:19])[CH2:11][C:12]([O:14][C:15]([CH3:18])([CH3:17])[CH3:16])=[O:13])[C:5]2[CH:6]=[CH:7][CH:8]=[C:3]([O:2][CH3:1])[CH:4]=2)(=[O:29])=[O:28])=[CH:23][CH:22]=1. (3) Given the reactants [NH2:1][C:2]1[C:3]2[C:10]([C:11]3[CH:16]=[CH:15][CH:14]=[C:13]([O:17][CH2:18][C:19]4[CH:24]=[CH:23][CH:22]=[CH:21][CH:20]=4)[CH:12]=3)=[CH:9][N:8]([C@H:25]3[CH2:28][C@H:27]([CH2:29]OS(C4C=CC(C)=CC=4)(=O)=O)[CH2:26]3)[C:4]=2[N:5]=[CH:6][N:7]=1.[C:41]12([NH2:51])[CH2:50][CH:45]3[CH2:46][CH:47]([CH2:49][CH:43]([CH2:44]3)[CH2:42]1)[CH2:48]2, predict the reaction product. The product is: [C:41]12([NH:51][CH2:29][C@H:27]3[CH2:26][C@H:25]([N:8]4[C:4]5[N:5]=[CH:6][N:7]=[C:2]([NH2:1])[C:3]=5[C:10]([C:11]5[CH:16]=[CH:15][CH:14]=[C:13]([O:17][CH2:18][C:19]6[CH:20]=[CH:21][CH:22]=[CH:23][CH:24]=6)[CH:12]=5)=[CH:9]4)[CH2:28]3)[CH2:48][CH:47]3[CH2:46][CH:45]([CH2:44][CH:43]([CH2:49]3)[CH2:42]1)[CH2:50]2. (4) Given the reactants [CH3:1][O:2][C:3](=[O:11])[CH:4]=[C:5]=[CH:6][C:7]([O:9][CH3:10])=[O:8].C([O:14][C:15](O[Si](C)(C)C)=[CH:16][C:17]([O:21][Si](C)(C)C)=[CH:18][CH2:19][CH3:20])C.C(O)C.[F-].[NH4+], predict the reaction product. The product is: [CH3:10][O:9][C:7](=[O:8])[C:6]1[C:15]([OH:14])=[CH:16][C:17]([OH:21])=[C:18]([CH2:19][CH3:20])[C:5]=1[CH2:4][C:3]([O:2][CH3:1])=[O:11]. (5) Given the reactants [CH3:1][C:2]([O:4][C:5]1[S:9][C:8]2[CH2:10][CH2:11][N:12]([CH:14]([C:22]([CH:24]3[CH2:26][CH2:25]3)=[O:23])[C:15]3[CH:16]=[CH:17][CH:18]=[CH:19][C:20]=3[F:21])[CH2:13][C:7]=2[CH:6]=1)=[O:3].[BrH:27].CO, predict the reaction product. The product is: [CH3:1][C:2]([O:4][C:5]1[S:9][C:8]2[CH2:10][CH2:11][N:12]([CH:14]([C:22]([CH:24]3[CH2:26][CH2:25]3)=[O:23])[C:15]3[C:20]([F:21])=[CH:19][CH:18]=[CH:17][CH:16]=3)[CH2:13][C:7]=2[CH:6]=1)=[O:3].[BrH:27].